Dataset: Forward reaction prediction with 1.9M reactions from USPTO patents (1976-2016). Task: Predict the product of the given reaction. (1) Given the reactants [C:1]([C:7]1[N:11]2[N:12]=[C:13]([NH:16][CH2:17][C:18]3[CH:23]=[CH:22][CH:21]=[CH:20][N:19]=3)[CH:14]=[CH:15][C:10]2=[N:9][CH:8]=1)#[C:2][CH2:3][CH2:4][CH2:5][CH3:6].[ClH:24], predict the reaction product. The product is: [ClH:24].[CH2:1]([C:7]1[N:11]2[N:12]=[C:13]([NH:16][CH2:17][C:18]3[CH:23]=[CH:22][CH:21]=[CH:20][N:19]=3)[CH:14]=[CH:15][C:10]2=[N:9][CH:8]=1)[CH2:2][CH2:3][CH2:4][CH2:5][CH3:6]. (2) Given the reactants [BH4-].[Na+].C([O:5][C:6]([C:8]1[C:13]([O:14][CH2:15][CH3:16])=[C:12]([N:17]2[CH2:22][CH2:21][O:20][CH2:19][CH2:18]2)[N:11]=[C:10]([C:23]2[CH:28]=[CH:27][C:26]([NH2:29])=[CH:25][CH:24]=2)[N:9]=1)=O)C, predict the reaction product. The product is: [NH2:29][C:26]1[CH:25]=[CH:24][C:23]([C:10]2[N:9]=[C:8]([CH2:6][OH:5])[C:13]([O:14][CH2:15][CH3:16])=[C:12]([N:17]3[CH2:18][CH2:19][O:20][CH2:21][CH2:22]3)[N:11]=2)=[CH:28][CH:27]=1. (3) Given the reactants C([O:4][CH2:5][C:6]1[CH:7]=[C:8]2[CH:14]=[CH:13][O:12][C:9]2=[CH:10][N:11]=1)(=O)C.C([O-])(O)=O.[Na+].[Br:20]Br.C([O-])([O-])=O.[K+].[K+], predict the reaction product. The product is: [Br:20][C:14]1[C:8]2[C:9](=[CH:10][N:11]=[C:6]([CH2:5][OH:4])[CH:7]=2)[O:12][CH:13]=1. (4) Given the reactants [CH2:1]([C:3]1[CH:8]=[C:7]([CH3:9])[CH:6]=[C:5]([CH2:10][CH3:11])[C:4]=1[C:12]1[C:13](=[O:32])[N:14]([CH3:31])[N:15]=[C:16]([O:26][CH2:27][C:28](O)=[O:29])[C:17]=1[O:18][CH2:19][C:20]1[CH:25]=[CH:24][CH:23]=[CH:22][CH:21]=1)[CH3:2].S(Cl)(Cl)=O.C[N:38](C=O)C, predict the reaction product. The product is: [CH2:1]([C:3]1[CH:8]=[C:7]([CH3:9])[CH:6]=[C:5]([CH2:10][CH3:11])[C:4]=1[C:12]1[C:13](=[O:32])[N:14]([CH3:31])[N:15]=[C:16]([O:26][CH2:27][C:28](=[O:29])[NH2:38])[C:17]=1[O:18][CH2:19][C:20]1[CH:25]=[CH:24][CH:23]=[CH:22][CH:21]=1)[CH3:2]. (5) Given the reactants [Cl:1][C:2]1[C:3]([O:11][CH2:12][CH:13]2[CH2:15][CH2:14]2)=[CH:4][C:5]([C:8]([OH:10])=O)=[N:6][CH:7]=1.[F:16][C:17]([F:27])([F:26])[CH:18]([C:20]1[CH:25]=[CH:24][CH:23]=[CH:22][N:21]=1)[NH2:19], predict the reaction product. The product is: [F:27][C:17]([F:16])([F:26])[CH:18]([NH:19][C:8]([C:5]1[CH:4]=[C:3]([O:11][CH2:12][CH:13]2[CH2:15][CH2:14]2)[C:2]([Cl:1])=[CH:7][N:6]=1)=[O:10])[C:20]1[CH:25]=[CH:24][CH:23]=[CH:22][N:21]=1. (6) The product is: [Br:1][CH2:2][CH2:3][O:4][C:5]1[CH:13]=[CH:12][C:8]([C:9]([Cl:17])=[O:10])=[CH:7][C:6]=1[F:14]. Given the reactants [Br:1][CH2:2][CH2:3][O:4][C:5]1[CH:13]=[CH:12][C:8]([C:9](O)=[O:10])=[CH:7][C:6]=1[F:14].S(Cl)([Cl:17])=O, predict the reaction product. (7) The product is: [F:1][C:2]1[CH:7]=[CH:6][C:5]([C:8]2[N:34]=[C:25]([CH3:26])[O:36][C:9]=2[C:11]2[CH:16]=[CH:15][N:35]=[CH:13][CH:12]=2)=[CH:4][CH:3]=1. Given the reactants [F:1][C:2]1[CH:7]=[CH:6][C:5]([CH:8](C2C=CN=CC=2)[C:9]([C:11]2[CH:16]=[CH:15]C=[CH:13][CH:12]=2)=O)=[CH:4][CH:3]=1.BrBr.[C:25]([O-])(=O)[CH3:26].[Na+].C([O-])(=O)C.[NH4+:34].[NH4+:35].[OH-:36], predict the reaction product. (8) The product is: [Br:16][C:8]1[C:7]([O:9][CH3:10])=[CH:6][N:5]=[CH:4][C:3]=1[O:2][CH3:1]. Given the reactants [CH3:1][O:2][C:3]1[CH:4]=[N:5][CH:6]=[C:7]([O:9][CH3:10])[CH:8]=1.C([Li])CCC.[Br:16]Br, predict the reaction product.